Dataset: Peptide-MHC class II binding affinity with 134,281 pairs from IEDB. Task: Regression. Given a peptide amino acid sequence and an MHC pseudo amino acid sequence, predict their binding affinity value. This is MHC class II binding data. (1) The peptide sequence is ELRKTYNLLDAVSRH. The MHC is HLA-DQA10201-DQB10202 with pseudo-sequence YNFHERXFATVLHILYFGLSSFAIRKARVHLETT. The binding affinity (normalized) is 0.0211. (2) The peptide sequence is NDKFLANVSTVLTGK. The MHC is DRB1_0404 with pseudo-sequence DRB1_0404. The binding affinity (normalized) is 0.563. (3) The peptide sequence is GELQIVDKIDIAFKI. The MHC is DRB1_0101 with pseudo-sequence DRB1_0101. The binding affinity (normalized) is 0.461. (4) The binding affinity (normalized) is 0.611. The MHC is DRB1_0802 with pseudo-sequence DRB1_0802. The peptide sequence is THFTTWTSIPTLAAQ. (5) The peptide sequence is FGHDGTVWAQSADFP. The MHC is DRB3_0202 with pseudo-sequence DRB3_0202. The binding affinity (normalized) is 0.179.